Task: Predict which catalyst facilitates the given reaction.. Dataset: Catalyst prediction with 721,799 reactions and 888 catalyst types from USPTO Reactant: Cl.[O:2]=[C:3]([C:14]1[CH:19]=[CH:18][CH:17]=[CH:16][CH:15]=1)[CH2:4][C:5](SC1C=CC=CC=1)=[NH:6].[CH3:20][O:21][C:22]1[CH:28]=[CH:27][C:25]([NH2:26])=[C:24]([CH3:29])[CH:23]=1. Product: [CH3:20][O:21][C:22]1[CH:28]=[CH:27][C:25]([NH:26][C:5](=[NH:6])[CH2:4][C:3](=[O:2])[C:14]2[CH:15]=[CH:16][CH:17]=[CH:18][CH:19]=2)=[C:24]([CH3:29])[CH:23]=1. The catalyst class is: 15.